This data is from Full USPTO retrosynthesis dataset with 1.9M reactions from patents (1976-2016). The task is: Predict the reactants needed to synthesize the given product. Given the product [CH3:9][C:4]1[CH:3]=[C:2]([C:14]2[CH:15]=[CH:16][C:11]([CH3:10])=[CH:12][CH:13]=2)[S:6][C:5]=1[CH:7]=[O:8], predict the reactants needed to synthesize it. The reactants are: Br[C:2]1[S:6][C:5]([CH:7]=[O:8])=[C:4]([CH3:9])[CH:3]=1.[CH3:10][C:11]1[CH:16]=[CH:15][C:14](B(O)O)=[CH:13][CH:12]=1.